From a dataset of NCI-60 drug combinations with 297,098 pairs across 59 cell lines. Regression. Given two drug SMILES strings and cell line genomic features, predict the synergy score measuring deviation from expected non-interaction effect. (1) Drug 1: COC1=C(C=C2C(=C1)N=CN=C2NC3=CC(=C(C=C3)F)Cl)OCCCN4CCOCC4. Drug 2: CS(=O)(=O)CCNCC1=CC=C(O1)C2=CC3=C(C=C2)N=CN=C3NC4=CC(=C(C=C4)OCC5=CC(=CC=C5)F)Cl. Cell line: ACHN. Synergy scores: CSS=45.2, Synergy_ZIP=-2.01, Synergy_Bliss=-1.24, Synergy_Loewe=-2.00, Synergy_HSA=2.57. (2) Drug 1: CC1C(C(CC(O1)OC2CC(CC3=C2C(=C4C(=C3O)C(=O)C5=C(C4=O)C(=CC=C5)OC)O)(C(=O)CO)O)N)O.Cl. Drug 2: C1CC(=O)NC(=O)C1N2CC3=C(C2=O)C=CC=C3N. Cell line: OVCAR3. Synergy scores: CSS=-1.39, Synergy_ZIP=5.79, Synergy_Bliss=4.30, Synergy_Loewe=-2.87, Synergy_HSA=-3.63. (3) Drug 1: C1=CN(C(=O)N=C1N)C2C(C(C(O2)CO)O)O.Cl. Drug 2: CN1C2=C(C=C(C=C2)N(CCCl)CCCl)N=C1CCCC(=O)O.Cl. Cell line: SN12C. Synergy scores: CSS=25.6, Synergy_ZIP=-5.29, Synergy_Bliss=2.38, Synergy_Loewe=-15.6, Synergy_HSA=2.03. (4) Synergy scores: CSS=22.5, Synergy_ZIP=0.949, Synergy_Bliss=8.52, Synergy_Loewe=6.11, Synergy_HSA=6.64. Cell line: SF-268. Drug 1: CCC1(CC2CC(C3=C(CCN(C2)C1)C4=CC=CC=C4N3)(C5=C(C=C6C(=C5)C78CCN9C7C(C=CC9)(C(C(C8N6C=O)(C(=O)OC)O)OC(=O)C)CC)OC)C(=O)OC)O.OS(=O)(=O)O. Drug 2: C1=NC(=NC(=O)N1C2C(C(C(O2)CO)O)O)N. (5) Drug 1: C(CCl)NC(=O)N(CCCl)N=O. Drug 2: CC1C(C(CC(O1)OC2CC(CC3=C2C(=C4C(=C3O)C(=O)C5=C(C4=O)C(=CC=C5)OC)O)(C(=O)CO)O)N)O.Cl. Cell line: UO-31. Synergy scores: CSS=46.2, Synergy_ZIP=-3.64, Synergy_Bliss=-1.96, Synergy_Loewe=-19.2, Synergy_HSA=0.623. (6) Drug 1: C1=C(C(=O)NC(=O)N1)N(CCCl)CCCl. Synergy scores: CSS=29.8, Synergy_ZIP=-6.07, Synergy_Bliss=-6.93, Synergy_Loewe=-28.3, Synergy_HSA=-4.66. Drug 2: CC1=C2C(C(=O)C3(C(CC4C(C3C(C(C2(C)C)(CC1OC(=O)C(C(C5=CC=CC=C5)NC(=O)C6=CC=CC=C6)O)O)OC(=O)C7=CC=CC=C7)(CO4)OC(=O)C)O)C)OC(=O)C. Cell line: OVCAR3. (7) Drug 1: COC1=C(C=C2C(=C1)N=CN=C2NC3=CC(=C(C=C3)F)Cl)OCCCN4CCOCC4. Drug 2: COCCOC1=C(C=C2C(=C1)C(=NC=N2)NC3=CC=CC(=C3)C#C)OCCOC.Cl. Cell line: HCC-2998. Synergy scores: CSS=12.5, Synergy_ZIP=-1.24, Synergy_Bliss=8.28, Synergy_Loewe=4.28, Synergy_HSA=5.04. (8) Drug 1: CC1=C(C=C(C=C1)NC(=O)C2=CC=C(C=C2)CN3CCN(CC3)C)NC4=NC=CC(=N4)C5=CN=CC=C5. Drug 2: C1C(C(OC1N2C=NC(=NC2=O)N)CO)O. Cell line: HT29. Synergy scores: CSS=11.2, Synergy_ZIP=1.38, Synergy_Bliss=4.60, Synergy_Loewe=-6.11, Synergy_HSA=0.759. (9) Drug 1: C1=CC(=CC=C1CCC2=CNC3=C2C(=O)NC(=N3)N)C(=O)NC(CCC(=O)O)C(=O)O. Drug 2: CN(C)N=NC1=C(NC=N1)C(=O)N. Cell line: TK-10. Synergy scores: CSS=47.9, Synergy_ZIP=2.47, Synergy_Bliss=3.28, Synergy_Loewe=-18.1, Synergy_HSA=2.76.